Predict the reactants needed to synthesize the given product. From a dataset of Full USPTO retrosynthesis dataset with 1.9M reactions from patents (1976-2016). (1) Given the product [CH:1]1[C:11]2[C:10]3=[CH:12][C:13]4[CH:14]=[CH:15][C:16]([C:19]([NH2:21])=[O:20])=[CH:17][C:18]=4[N:9]3[CH:8]=[CH:7][CH2:6][C:5]=2[CH:4]=[CH:3][CH:2]=1, predict the reactants needed to synthesize it. The reactants are: [CH:1]1[C:11]2[C:10]3=[CH:12][C:13]4[CH:14]=[CH:15][C:16]([C:19]([NH2:21])=[O:20])=[CH:17][C:18]=4[N:9]3[CH2:8][CH:7]=[CH:6][C:5]=2[CH:4]=[CH:3][CH:2]=1. (2) Given the product [N:11]1[CH:16]=[CH:15][CH:14]=[CH:13][C:12]=1[C:17]1[C:18]([C:2]2[CH:3]=[N:4][N:5]3[CH:10]=[CH:9][CH:8]=[N:7][C:6]=23)=[C:19]2[CH2:24][CH2:23][CH2:22][N:20]2[N:21]=1, predict the reactants needed to synthesize it. The reactants are: Br[C:2]1[CH:3]=[N:4][N:5]2[CH:10]=[CH:9][CH:8]=[N:7][C:6]=12.[N:11]1[CH:16]=[CH:15][CH:14]=[CH:13][C:12]=1[C:17]1[C:18](B(O)O)=[C:19]2[CH2:24][CH2:23][CH2:22][N:20]2[N:21]=1.C1(P(C2C=CC=CC=2)C2C=CC=CC=2)C=CC=CC=1.C(=O)([O-])[O-].[K+].[K+]. (3) Given the product [CH3:76][N:21]([CH3:20])[C@H:22]1[CH2:73][C@@H:72]([CH3:74])[O:71][CH:24]([O:25][C@@H:26]2[C@@H:42]([CH3:43])[C:41](=[O:44])[C@@H:40]([CH3:45])[C:39](=[O:46])[O:38][C@H:37]([CH2:47][CH3:48])[C@:36]3([CH2:49][CH3:50])[C@H:32]([N:5]([CH2:4][CH2:3][N:2]([CH3:1])[CH2:6][C:7]4[C:16]5[C:11](=[CH:12][CH:13]=[CH:14][CH:15]=5)[N:10]=[CH:9][CH:8]=4)[C:34](=[O:51])[O:35]3)[C@@H:31]([CH3:65])[C:30](=[O:66])[C@H:29]([CH3:67])[CH2:28][C@@:27]2([O:69][CH3:70])[CH3:68])[C@@H:23]1[OH:75], predict the reactants needed to synthesize it. The reactants are: [CH3:1][N:2]([CH2:6][C:7]1[C:16]2[C:11](=[CH:12][CH:13]=[CH:14][CH:15]=2)[N:10]=[CH:9][CH:8]=1)[CH2:3][CH2:4][NH2:5].C(#N)C.[CH3:20][N:21]([CH3:76])[C@H:22]1[CH2:73][C@@H:72]([CH3:74])[O:71][CH:24]([O:25][C@@H:26]2[C@@H:42]([CH3:43])[C:41](=[O:44])[C@@H:40]([CH3:45])[C:39](=[O:46])[O:38][C@H:37]([CH2:47][CH3:48])[C@:36]3([CH2:49][CH3:50])[C@H:32](N(CCCCN4C5C(=NC=CC=5)N=C4)[C:34](=[O:51])[O:35]3)[C@@H:31]([CH3:65])[C:30](=[O:66])[C@H:29]([CH3:67])[CH2:28][C@@:27]2([O:69][CH3:70])[CH3:68])[C@@H:23]1[OH:75]. (4) Given the product [CH3:1][C:2]1[CH:7]=[C:6]([CH3:8])[CH:5]=[C:4]([N+:9]([O-:11])=[O:10])[C:3]=1[N:12]([CH2:19][CH2:20][CH3:21])[C:13](=[O:15])[CH3:14], predict the reactants needed to synthesize it. The reactants are: [CH3:1][C:2]1[CH:7]=[C:6]([CH3:8])[CH:5]=[C:4]([N+:9]([O-:11])=[O:10])[C:3]=1[NH:12][C:13](=[O:15])[CH3:14].[H-].[Na+].I[CH2:19][CH2:20][CH3:21]. (5) Given the product [C:1]([O:5][C:6]([NH:8][CH2:9][CH2:10][CH2:11][O:12][C:13]1[CH:21]=[C:20]([S:22][CH2:23][CH3:24])[CH:19]=[CH:18][C:14]=1[C:15]([NH:25][C:26]1[C:27]([C:33]([NH:35][C:36]2[CH:41]=[CH:40][C:39]([Cl:42])=[CH:38][N:37]=2)=[O:34])=[N:28][C:29]([CH3:32])=[CH:30][CH:31]=1)=[O:17])=[O:7])([CH3:2])([CH3:3])[CH3:4], predict the reactants needed to synthesize it. The reactants are: [C:1]([O:5][C:6]([NH:8][CH2:9][CH2:10][CH2:11][O:12][C:13]1[CH:21]=[C:20]([S:22][CH2:23][CH3:24])[CH:19]=[CH:18][C:14]=1[C:15]([OH:17])=O)=[O:7])([CH3:4])([CH3:3])[CH3:2].[NH2:25][C:26]1[C:27]([C:33]([NH:35][C:36]2[CH:41]=[CH:40][C:39]([Cl:42])=[CH:38][N:37]=2)=[O:34])=[N:28][C:29]([CH3:32])=[CH:30][CH:31]=1. (6) The reactants are: O.[OH-].[Li+].[O:4]=[C:5]([C:34]1[N:42]2[C:37]([CH:38]=[CH:39][CH:40]=[CH:41]2)=[CH:36][C:35]=1[C:43]1[CH:48]=[CH:47][CH:46]=[CH:45][CH:44]=1)[C:6]([NH:8][C:9]1[CH:14]=[CH:13][C:12]([N:15]2[CH2:20][CH2:19][N:18]([C:21]3[CH:26]=[C:25]([O:27][CH2:28][CH2:29][O:30]C(=O)C)[CH:24]=[CH:23][N:22]=3)[CH2:17][CH2:16]2)=[CH:11][CH:10]=1)=[O:7]. Given the product [OH:30][CH2:29][CH2:28][O:27][C:25]1[CH:24]=[CH:23][N:22]=[C:21]([N:18]2[CH2:19][CH2:20][N:15]([C:12]3[CH:11]=[CH:10][C:9]([NH:8][C:6](=[O:7])[C:5](=[O:4])[C:34]4[N:42]5[C:37]([CH:38]=[CH:39][CH:40]=[CH:41]5)=[CH:36][C:35]=4[C:43]4[CH:48]=[CH:47][CH:46]=[CH:45][CH:44]=4)=[CH:14][CH:13]=3)[CH2:16][CH2:17]2)[CH:26]=1, predict the reactants needed to synthesize it.